This data is from NCI-60 drug combinations with 297,098 pairs across 59 cell lines. The task is: Regression. Given two drug SMILES strings and cell line genomic features, predict the synergy score measuring deviation from expected non-interaction effect. Drug 1: CC1C(C(CC(O1)OC2CC(CC3=C2C(=C4C(=C3O)C(=O)C5=C(C4=O)C(=CC=C5)OC)O)(C(=O)C)O)N)O.Cl. Drug 2: C(=O)(N)NO. Cell line: A549. Synergy scores: CSS=21.1, Synergy_ZIP=-5.78, Synergy_Bliss=-0.228, Synergy_Loewe=-18.8, Synergy_HSA=-0.811.